Dataset: Full USPTO retrosynthesis dataset with 1.9M reactions from patents (1976-2016). Task: Predict the reactants needed to synthesize the given product. (1) Given the product [Cl:1][C:2]1[C:11]2[C:6](=[CH:7][CH:8]=[C:9]([C:30]#[CH:31])[CH:10]=2)[N:5]=[C:4]([N:17]2[CH2:23][C:22]3[CH:24]=[CH:25][CH:26]=[CH:27][C:21]=3[S:20](=[O:29])(=[O:28])[CH2:19][CH2:18]2)[CH:3]=1, predict the reactants needed to synthesize it. The reactants are: [Cl:1][C:2]1[C:11]2[C:6](=[CH:7][CH:8]=[C:9](OC(F)(F)F)[CH:10]=2)[N:5]=[C:4]([N:17]2[CH2:23][C:22]3[CH:24]=[CH:25][CH:26]=[CH:27][C:21]=3[S:20](=[O:29])(=[O:28])[CH2:19][CH2:18]2)[CH:3]=1.[CH2:30]([Sn](CCCC)(CCCC)C#C)[CH2:31]CC. (2) Given the product [Br:23][CH2:24][CH2:25][CH2:26][CH2:27][C:28]([NH:1][C:2]1[C:11]2[C:6](=[CH:7][C:8]([C:12]([F:15])([F:13])[F:14])=[CH:9][CH:10]=2)[N:5]=[CH:4][CH:3]=1)=[O:29], predict the reactants needed to synthesize it. The reactants are: [NH2:1][C:2]1[C:11]2[C:6](=[CH:7][C:8]([C:12]([F:15])([F:14])[F:13])=[CH:9][CH:10]=2)[N:5]=[CH:4][CH:3]=1.C(N(CC)CC)C.[Br:23][CH2:24][CH2:25][CH2:26][CH2:27][C:28](Cl)=[O:29]. (3) The reactants are: [CH2:1]([C:5]1[N:6]=[C:7]([CH3:27])[NH:8][C:9](=[O:26])[C:10]=1[CH2:11][C:12]1[CH:17]=[CH:16][C:15]([C:18]2[C:19]([C:24]#[N:25])=[CH:20][CH:21]=[CH:22][CH:23]=2)=[CH:14][CH:13]=1)[CH2:2][CH2:3][CH3:4].[H-].[Na+].Br[CH2:31][C:32](=[O:37])[C:33]([CH3:36])([CH3:35])[CH3:34].[BH4-].[Na+]. Given the product [CH2:1]([C:5]1[N:6]=[C:7]([CH3:27])[N:8]([CH2:31][CH:32]([OH:37])[C:33]([CH3:36])([CH3:35])[CH3:34])[C:9](=[O:26])[C:10]=1[CH2:11][C:12]1[CH:17]=[CH:16][C:15]([C:18]2[C:19]([C:24]#[N:25])=[CH:20][CH:21]=[CH:22][CH:23]=2)=[CH:14][CH:13]=1)[CH2:2][CH2:3][CH3:4], predict the reactants needed to synthesize it. (4) Given the product [CH3:30][O:29][C:25]1[CH:24]=[C:23]2[C:28]([C:19]([O:17][CH2:16][C:13]3[N:11]4[N:12]=[C:7]([C:1]5[CH:2]=[CH:3][CH:4]=[CH:5][CH:6]=5)[CH:8]=[CH:9][C:10]4=[N:15][CH:14]=3)=[CH:20][CH:21]=[N:22]2)=[CH:27][CH:26]=1, predict the reactants needed to synthesize it. The reactants are: [C:1]1([C:7]2[CH:8]=[CH:9][C:10]3[N:11]([C:13]([CH2:16][OH:17])=[CH:14][N:15]=3)[N:12]=2)[CH:6]=[CH:5][CH:4]=[CH:3][CH:2]=1.Cl[C:19]1[C:28]2[C:23](=[CH:24][C:25]([O:29][CH3:30])=[CH:26][CH:27]=2)[N:22]=[CH:21][CH:20]=1.C([O-])([O-])=O.[Cs+].[Cs+].CS(C)=O. (5) Given the product [C:1]([N:29]1[CH2:35][CH2:34][CH2:33][C@H:30]1[CH2:31][OH:32])(=[O:20])[CH2:2][CH2:3][CH2:4][CH2:5][CH2:6][CH2:7][CH2:8][CH2:9][CH2:10][CH2:11][CH2:12][CH2:13][CH2:14][CH2:15][CH2:16][CH2:17][CH3:18], predict the reactants needed to synthesize it. The reactants are: [C:1]([OH:20])(=O)[CH2:2][CH2:3][CH2:4][CH2:5][CH2:6][CH2:7][CH2:8][CH2:9][CH2:10][CH2:11][CH2:12][CH2:13][CH2:14][CH2:15][CH2:16][CH2:17][CH3:18].N1C=CC=CC=1.CO.[NH:29]1[CH2:35][CH2:34][CH2:33][C@H:30]1[CH2:31][OH:32]. (6) Given the product [NH2:8][C:5]1[CH:6]=[CH:7][C:2]([F:1])=[C:3]([N:11]2[C:15](=[O:16])[N:14]([CH3:17])[N:13]=[N:12]2)[CH:4]=1, predict the reactants needed to synthesize it. The reactants are: [F:1][C:2]1[CH:7]=[CH:6][C:5]([N+:8]([O-])=O)=[CH:4][C:3]=1[N:11]1[C:15](=[O:16])[N:14]([CH3:17])[N:13]=[N:12]1.C(OCC)(=O)C. (7) The reactants are: [CH2:1]([OH:10])[C@@H:2]([C@H:4]([C@@H:6]([CH2:8][OH:9])[OH:7])[OH:5])[OH:3].CO[C:13](OC)([CH3:15])[CH3:14].O.[C:19]1(C)[CH:24]=CC(S(O)(=O)=O)=C[CH:20]=1. Given the product [C:13](=[C:8]([OH:9])[C@@H:6]([OH:7])[C@H:4]([OH:5])[C@@H:2]([OH:3])[C:1](=[C:19]([CH3:24])[CH3:20])[OH:10])([CH3:15])[CH3:14], predict the reactants needed to synthesize it. (8) Given the product [CH3:17][O:26][C:25](=[O:27])[CH2:14][C:10]1[CH:11]=[CH:12][CH:13]=[C:8]([NH2:3])[N:9]=1, predict the reactants needed to synthesize it. The reactants are: C[Si](C)(C)[N:3]([C:8]1[CH:13]=[CH:12][CH:11]=[C:10]([CH3:14])[N:9]=1)[Si](C)(C)C.[CH:17]([N-]C(C)C)(C)C.[Li+].[C:25](=[O:27])=[O:26]. (9) Given the product [Cl:32][C:29]1[CH:30]=[CH:31][C:26]([C:15]2[N:16]([CH2:19][C@H:20]([OH:25])[C:21]([F:24])([F:22])[F:23])[C:17](=[O:18])[N:13]([CH2:12][C:11]([NH:10][CH2:9][CH:8]([NH:7][S:2]([CH3:1])(=[O:4])=[O:3])[C:34]3[CH:39]=[CH:38][CH:37]=[C:36]([C:40]([F:41])([F:42])[F:43])[CH:35]=3)=[O:33])[N:14]=2)=[CH:27][CH:28]=1, predict the reactants needed to synthesize it. The reactants are: [CH3:1][S:2](Cl)(=[O:4])=[O:3].Cl.[NH2:7][CH:8]([C:34]1[CH:39]=[CH:38][CH:37]=[C:36]([C:40]([F:43])([F:42])[F:41])[CH:35]=1)[CH2:9][NH:10][C:11](=[O:33])[CH2:12][N:13]1[C:17](=[O:18])[N:16]([CH2:19][C@H:20]([OH:25])[C:21]([F:24])([F:23])[F:22])[C:15]([C:26]2[CH:31]=[CH:30][C:29]([Cl:32])=[CH:28][CH:27]=2)=[N:14]1.O.CO.